This data is from Reaction yield outcomes from USPTO patents with 853,638 reactions. The task is: Predict the reaction yield, written as a fraction of the theoretical maximum amount of product (1.0 means a 100% yield; for example, 0.34 means a 34% yield). (1) The reactants are C[O:2][C:3]([C:5]1[CH:6]=[CH:7][C:8]2[O:17][CH2:16][CH2:15][C:14]3[N:10]([N:11]=[C:12]([C:18]4[N:19]([CH2:23][C:24]([F:27])([F:26])[F:25])[N:20]=[CH:21][N:22]=4)[CH:13]=3)[C:9]=2[CH:28]=1)=[O:4].[OH-].[Li+]. The catalyst is O1CCOCC1.O. The product is [F:26][C:24]([F:25])([F:27])[CH2:23][N:19]1[C:18]([C:12]2[CH:13]=[C:14]3[N:10]([N:11]=2)[C:9]2[CH:28]=[C:5]([C:3]([OH:4])=[O:2])[CH:6]=[CH:7][C:8]=2[O:17][CH2:16][CH2:15]3)=[N:22][CH:21]=[N:20]1. The yield is 0.980. (2) The reactants are [NH:1]1[C:9]2[C:4](=[CH:5][C:6]([C:10]#[N:11])=[CH:7][CH:8]=2)[CH:3]=[CH:2]1.C([O-])([O-])=O.[Cs+].[Cs+].Cl[CH2:19][C:20]1[N:24]=[C:23]([C:25]2[CH:30]=[CH:29][CH:28]=[C:27]([C:31]([F:34])([F:33])[F:32])[CH:26]=2)[O:22][N:21]=1. The catalyst is CN(C=O)C. The product is [F:33][C:31]([F:32])([F:34])[C:27]1[CH:26]=[C:25]([C:23]2[O:22][N:21]=[C:20]([CH2:19][N:1]3[C:9]4[C:4](=[CH:5][C:6]([C:10]#[N:11])=[CH:7][CH:8]=4)[CH:3]=[CH:2]3)[N:24]=2)[CH:30]=[CH:29][CH:28]=1. The yield is 0.780. (3) The yield is 0.580. The product is [CH3:1][C:2]1([CH3:28])[CH2:7][CH2:6][C:5]([C:8]2[CH:13]=[C:12]([C:14]([N:39]3[CH2:40][CH2:41][N:36]([CH2:35][CH2:34][OH:33])[CH2:37][CH2:38]3)([CH3:16])[CH3:15])[CH:11]=[CH:10][C:9]=2[NH:18][C:19]([C:21]2[NH:22][CH:23]=[C:24]([C:26]#[N:27])[N:25]=2)=[O:20])=[CH:4][CH2:3]1. The reactants are [CH3:1][C:2]1([CH3:28])[CH2:7][CH2:6][C:5]([C:8]2[CH:13]=[C:12]([C:14](O)([CH3:16])[CH3:15])[CH:11]=[CH:10][C:9]=2[NH:18][C:19]([C:21]2[NH:22][CH:23]=[C:24]([C:26]#[N:27])[N:25]=2)=[O:20])=[CH:4][CH2:3]1.O=S(Cl)Cl.[OH:33][CH2:34][CH2:35][N:36]1[CH2:41][CH2:40][NH:39][CH2:38][CH2:37]1.CCOC(C)=O. The catalyst is C(Cl)Cl. (4) The reactants are [CH3:1][C:2]1[C:7]([N+:8]([O-])=O)=[CH:6][C:5]([C:11]2[CH:16]=[CH:15][CH:14]=[CH:13][CH:12]=2)=[CH:4][C:3]=1[C:17]([O:19][CH3:20])=[O:18].C([O-])=O.[NH4+]. The catalyst is C(O)C.[Pd]. The product is [NH2:8][C:7]1[C:2]([CH3:1])=[C:3]([C:17]([O:19][CH3:20])=[O:18])[CH:4]=[C:5]([C:11]2[CH:16]=[CH:15][CH:14]=[CH:13][CH:12]=2)[CH:6]=1. The yield is 0.980. (5) The reactants are Cl[C:2]1[N:7]=[CH:6][CH:5]=[CH:4][N:3]=1.Cl.[CH3:9][O:10][C:11]1[CH:16]=[C:15]([CH3:17])[NH:14][C:13](=[O:18])[C:12]=1[CH2:19][NH:20][C:21]([C:23]1[C:31]2[C:26](=[CH:27][CH:28]=[CH:29][CH:30]=2)[N:25]([CH:32]([CH:34]2[CH2:39][CH2:38][NH:37][CH2:36][CH2:35]2)[CH3:33])[C:24]=1[CH3:40])=[O:22].CCN(CC)CC. The catalyst is CCO. The product is [CH3:9][O:10][C:11]1[CH:16]=[C:15]([CH3:17])[NH:14][C:13](=[O:18])[C:12]=1[CH2:19][NH:20][C:21]([C:23]1[C:31]2[C:26](=[CH:27][CH:28]=[CH:29][CH:30]=2)[N:25]([CH:32]([CH:34]2[CH2:35][CH2:36][N:37]([C:2]3[N:7]=[CH:6][CH:5]=[CH:4][N:3]=3)[CH2:38][CH2:39]2)[CH3:33])[C:24]=1[CH3:40])=[O:22]. The yield is 0.646. (6) The reactants are Br[C:2]1[CH:3]=[C:4]([C:14]([NH:16][CH2:17][C:18]2[C:19](=[O:28])[NH:20][C:21]([CH3:27])=[CH:22][C:23]=2[CH2:24][CH2:25][CH3:26])=[O:15])[C:5]2[CH:6]=[N:7][N:8]([CH:11]([CH3:13])[CH3:12])[C:9]=2[CH:10]=1.[CH3:29][C:30]1[N:35]=[CH:34][C:33](B2OC(C)(C)C(C)(C)O2)=[CH:32][N:31]=1.C(=O)(O)[O-].[Na+]. The catalyst is O1CCOCC1.O.C1C=CC(P(C2C=CC=CC=2)[C-]2C=CC=C2)=CC=1.C1C=CC(P(C2C=CC=CC=2)[C-]2C=CC=C2)=CC=1.Cl[Pd]Cl.[Fe+2].C(Cl)Cl. The product is [CH:11]([N:8]1[C:9]2[CH:10]=[C:2]([C:33]3[CH:32]=[N:31][C:30]([CH3:29])=[N:35][CH:34]=3)[CH:3]=[C:4]([C:14]([NH:16][CH2:17][C:18]3[C:19](=[O:28])[NH:20][C:21]([CH3:27])=[CH:22][C:23]=3[CH2:24][CH2:25][CH3:26])=[O:15])[C:5]=2[CH:6]=[N:7]1)([CH3:13])[CH3:12]. The yield is 0.420.